From a dataset of Catalyst prediction with 721,799 reactions and 888 catalyst types from USPTO. Predict which catalyst facilitates the given reaction. (1) Reactant: [BrH:1].C1(P(C2C=CC=CC=2)C2C=CC=CC=2)C=CC=CC=1.C(=O)=O.CC(C)=O.[CH2:28]([O:30][C:31](=[O:46])[CH2:32][CH2:33][NH:34][C:35](=[O:45])[C:36]1[CH:41]=[CH:40][C:39]([CH:42]2[CH2:44][O:43]2)=[CH:38][CH:37]=1)[CH3:29].C(=O)(O)[O-].[Na+]. Product: [CH2:28]([O:30][C:31](=[O:46])[CH2:32][CH2:33][NH:34][C:35](=[O:45])[C:36]1[CH:41]=[CH:40][C:39]([CH:42]([Br:1])[CH2:44][OH:43])=[CH:38][CH:37]=1)[CH3:29]. The catalyst class is: 2. (2) Product: [Br:1][CH2:2][C:3]1[CH:11]=[CH:10][C:6]([CH2:7][OH:8])=[CH:5][CH:4]=1. Reactant: [Br:1][CH2:2][C:3]1[CH:11]=[CH:10][C:6]([C:7](O)=[O:8])=[CH:5][CH:4]=1.B.C1COCC1. The catalyst class is: 1. (3) Reactant: C(OC(=O)[NH:7][C@@H:8]([CH:31]1[CH2:36][CH2:35][CH2:34][CH2:33][CH2:32]1)[C:9]([N:11]1[CH2:15][CH2:14][CH2:13][C@H:12]1[C:16]1[CH:21]=[CH:20][N:19]=[C:18]([N:22]2[C:30]3[C:25](=[CH:26][CH:27]=[CH:28][CH:29]=3)[CH2:24][CH2:23]2)[CH:17]=1)=[O:10])(C)(C)C.C(O)(C(F)(F)F)=O. Product: [NH2:7][C@@H:8]([CH:31]1[CH2:36][CH2:35][CH2:34][CH2:33][CH2:32]1)[C:9]([N:11]1[CH2:15][CH2:14][CH2:13][C@H:12]1[C:16]1[CH:21]=[CH:20][N:19]=[C:18]([N:22]2[C:30]3[C:25](=[CH:26][CH:27]=[CH:28][CH:29]=3)[CH2:24][CH2:23]2)[CH:17]=1)=[O:10]. The catalyst class is: 2. (4) Reactant: [C:1]([CH2:4][CH:5]([C:10]1[CH:15]=[CH:14][CH:13]=[CH:12][C:11]=1[C:16]([F:19])([F:18])[F:17])[CH2:6][C:7](O)=[O:8])(=[O:3])[NH2:2].B#B.O1CCCC1. Product: [OH:8][CH2:7][CH2:6][CH:5]([C:10]1[CH:15]=[CH:14][CH:13]=[CH:12][C:11]=1[C:16]([F:17])([F:18])[F:19])[CH2:4][C:1]([NH2:2])=[O:3]. The catalyst class is: 2.